This data is from Forward reaction prediction with 1.9M reactions from USPTO patents (1976-2016). The task is: Predict the product of the given reaction. The product is: [CH:2]([O:5][C:6]1[CH:7]=[C:8]([C@@H:12]([NH:14][C:30]([C:26]2[CH:25]=[C:24]3[C:29](=[CH:28][CH:27]=2)[N:21]([CH2:20][C:19]2[CH:35]=[CH:36][C:16]([Cl:15])=[C:17]([CH:18]=2)[O:37][C@@H:38]([CH3:43])[C:39]([O:41][CH3:42])=[O:40])[C:22]([CH3:34])=[C:23]3[CH3:33])=[O:31])[CH3:13])[CH:9]=[CH:10][CH:11]=1)([CH3:4])[CH3:3]. Given the reactants Cl.[CH:2]([O:5][C:6]1[CH:7]=[C:8]([C@@H:12]([NH2:14])[CH3:13])[CH:9]=[CH:10][CH:11]=1)([CH3:4])[CH3:3].[Cl:15][C:16]1[CH:36]=[CH:35][C:19]([CH2:20][N:21]2[C:29]3[C:24](=[CH:25][C:26]([C:30](O)=[O:31])=[CH:27][CH:28]=3)[C:23]([CH3:33])=[C:22]2[CH3:34])=[CH:18][C:17]=1[O:37][C@@H:38]([CH3:43])[C:39]([O:41][CH3:42])=[O:40], predict the reaction product.